Dataset: Reaction yield outcomes from USPTO patents with 853,638 reactions. Task: Predict the reaction yield, written as a fraction of the theoretical maximum amount of product (1.0 means a 100% yield; for example, 0.34 means a 34% yield). (1) The yield is 0.830. No catalyst specified. The reactants are Br[C:2]1[CH2:7][CH2:6][CH2:5][C:4](=[O:8])[CH:3]=1.[S:9]1[CH:13]=[CH:12][CH:11]=[C:10]1B(O)O. The product is [S:9]1[CH:13]=[CH:12][CH:11]=[C:10]1[C:2]1[CH2:7][CH2:6][CH2:5][C:4](=[O:8])[CH:3]=1. (2) The reactants are [Cl-].O[NH3+:3].[C:4](=[O:7])([O-])[OH:5].[Na+].CS(C)=O.[O:13]1[C:17]2[CH:18]=[CH:19][C:20]([N:22]3[C:27](=[O:28])[C:26]([CH2:29][C:30]4[CH:35]=[CH:34][C:33]([C:36]5[C:37]([C:42]#[N:43])=[CH:38][CH:39]=[CH:40][CH:41]=5)=[CH:32][CH:31]=4)=[C:25]([CH2:44][CH2:45][CH3:46])[N:24]=[C:23]3[CH3:47])=[CH:21][C:16]=2[CH2:15][CH2:14]1. The catalyst is O.C(OCC)(=O)C. The product is [O:13]1[C:17]2[CH:18]=[CH:19][C:20]([N:22]3[C:27](=[O:28])[C:26]([CH2:29][C:30]4[CH:35]=[CH:34][C:33]([C:36]5[CH:41]=[CH:40][CH:39]=[CH:38][C:37]=5[C:42]5[NH:3][C:4](=[O:7])[O:5][N:43]=5)=[CH:32][CH:31]=4)=[C:25]([CH2:44][CH2:45][CH3:46])[N:24]=[C:23]3[CH3:47])=[CH:21][C:16]=2[CH2:15][CH2:14]1. The yield is 0.630. (3) The reactants are [CH3:1][O:2][C:3]1[C:8]2[C:9]([C:31]3[CH:32]=[N:33][NH:34][CH:35]=3)=[N:10][N:11](C(C3C=CC=CC=3)(C3C=CC=CC=3)C3C=CC=CC=3)[C:7]=2[CH:6]=[CH:5][N:4]=1.CS(O[CH:41]1[CH2:46][CH2:45][O:44][CH2:43][CH2:42]1)(=O)=O. No catalyst specified. The product is [O:44]1[CH2:45][CH2:46][CH:41]([N:34]2[CH:35]=[C:31]([C:9]3[C:8]4[C:3]([O:2][CH:1]5[CH2:46][CH2:45][O:44][CH2:43][CH2:42]5)=[N:4][CH:5]=[CH:6][C:7]=4[NH:11][N:10]=3)[CH:32]=[N:33]2)[CH2:42][CH2:43]1. The yield is 0.410. (4) The reactants are [CH3:1][S:2]([C:5]#[C:6][CH2:7][CH2:8][CH2:9]/[CH:10]=[CH:11]/[C:12]1[CH:17]=[CH:16][CH:15]=[CH:14][CH:13]=1)(=[O:4])=[O:3]. The catalyst is ClC1C=CC=CC=1Cl. The product is [CH3:1][S:2]([C:5]1[C:13]2[C:12](=[CH:17][CH:16]=[CH:15][CH:14]=2)[CH:11]=[C:10]2[CH2:9][CH2:8][CH2:7][C:6]=12)(=[O:3])=[O:4]. The yield is 0.780. (5) The reactants are [N+:1]([C:4]1[CH:5]=[N:6][CH:7]=[CH:8][C:9]=1[N:10]1[CH2:15][CH2:14][CH2:13][CH2:12][CH2:11]1)([O-])=O. The product is [N:10]1([C:9]2[CH:8]=[CH:7][N:6]=[CH:5][C:4]=2[NH2:1])[CH2:11][CH2:12][CH2:13][CH2:14][CH2:15]1. The catalyst is C(O)C.[Pd]. The yield is 0.930. (6) The reactants are C1(P(C2C=CC=CC=2)C2C=CC=CC=2)C=CC=CC=1.N(C(OCC)=O)=NC(OCC)=O.[CH3:32][C@:33]12[CH2:49][CH2:48][C@H:47](O)[CH2:46][C:45]1=[CH:44][CH2:43][CH:42]1[CH:34]2[CH2:35][CH2:36][C@@:37]2([CH3:62])[CH:41]1[CH2:40][CH2:39][C@H:38]2[N:51]1[CH:55]=[C:54]([C:56]2[CH:61]=[CH:60][CH:59]=[CH:58][CH:57]=2)[N:53]=[N:52]1.C1(P([N:77]=[N+:78]=[N-:79])(C2C=CC=CC=2)=O)C=CC=CC=1. The catalyst is C1COCC1. The product is [N:77]([C@H:47]1[CH2:46][C:45]2[C@@:33]([CH3:32])([CH:34]3[CH:42]([CH2:43][CH:44]=2)[CH:41]2[C@@:37]([CH3:62])([C@H:38]([N:51]4[CH:55]=[C:54]([C:56]5[CH:57]=[CH:58][CH:59]=[CH:60][CH:61]=5)[N:53]=[N:52]4)[CH2:39][CH2:40]2)[CH2:36][CH2:35]3)[CH2:49][CH2:48]1)=[N+:78]=[N-:79]. The yield is 0.580. (7) The reactants are [F:1][C:2]1[CH:18]=[C:17]([N+:19]([O-:21])=[O:20])[CH:16]=[CH:15][C:3]=1[O:4][C:5]1[CH:10]=[CH:9][N:8]=[C:7]2[CH:11]=[C:12](I)[S:13][C:6]=12.C([O-])([O-])=O.[Cs+].[Cs+].[CH3:28][O:29][C:30]1[CH:31]=[C:32]([CH:34]=[CH:35][CH:36]=1)[NH2:33].CC1(C)C2C(=C(P(C3C=CC=CC=3)C3C=CC=CC=3)C=CC=2)OC2C(P(C3C=CC=CC=3)C3C=CC=CC=3)=CC=CC1=2. The catalyst is O1CCOCC1.CC([O-])=O.CC([O-])=O.[Pd+2]. The product is [F:1][C:2]1[CH:18]=[C:17]([N+:19]([O-:21])=[O:20])[CH:16]=[CH:15][C:3]=1[O:4][C:5]1[CH:10]=[CH:9][N:8]=[C:7]2[CH:11]=[C:12]([NH:33][C:32]3[CH:34]=[CH:35][CH:36]=[C:30]([O:29][CH3:28])[CH:31]=3)[S:13][C:6]=12. The yield is 0.590.